Dataset: Forward reaction prediction with 1.9M reactions from USPTO patents (1976-2016). Task: Predict the product of the given reaction. (1) The product is: [C:37]([NH:40][C:41]1[CH:42]=[C:43]([CH:65]=[C:66]([CH:68]([CH3:70])[CH3:69])[CH:67]=1)[CH2:44][NH:45][CH2:46][C@@H:47]([OH:64])[C@@H:48]([NH:56][C:57](=[O:63])[O:58][C:59]([CH3:62])([CH3:61])[CH3:60])[CH2:49][C:50]1[CH:55]=[CH:54][CH:53]=[CH:52][CH:51]=1)(=[O:39])[CH3:38]. Given the reactants N[C@@H](CC1C=CC=CC=1)[C@H](O)CN(CC1C=C(N(C)S(C)(=O)=O)C=C(C(C)C)C=1)C(=O)OC(C)(C)C.[C:37]([NH:40][C:41]1[CH:42]=[C:43]([CH:65]=[C:66]([C:68]([CH3:70])=[CH2:69])[CH:67]=1)[CH2:44][NH:45][CH2:46][C@@H:47]([OH:64])[C@@H:48]([NH:56][C:57](=[O:63])[O:58][C:59]([CH3:62])([CH3:61])[CH3:60])[CH2:49][C:50]1[CH:55]=[CH:54][CH:53]=[CH:52][CH:51]=1)(=[O:39])[CH3:38], predict the reaction product. (2) Given the reactants [CH2:1]1[C:4]2([CH2:9][CH2:8][C:7](=O)[CH2:6][CH2:5]2)[CH2:3][O:2]1.[CH2:11]([NH2:18])[C:12]1[CH:17]=[CH:16][CH:15]=[CH:14][CH:13]=1.C(O[BH-](OC(=O)C)OC(=O)C)(=O)C.[Na+].C(=O)([O-])O.[Na+], predict the reaction product. The product is: [CH2:11]([NH:18][CH:7]1[CH2:8][CH2:9][C:4]2([CH2:3][O:2][CH2:1]2)[CH2:5][CH2:6]1)[C:12]1[CH:17]=[CH:16][CH:15]=[CH:14][CH:13]=1. (3) Given the reactants Br[C:2]1[N:6]2[C:7]3[C:12]([N:13]=[C:14](Cl)[C:5]2=[N:4][CH:3]=1)=[CH:11][CH:10]=[CH:9][CH:8]=3.[NH2:16][CH2:17][CH2:18][OH:19].CCN(C(C)C)C(C)C.[CH:29]1([NH:32][C:33]([C:35]2[CH:40]=[CH:39][C:38](B(O)O)=[CH:37][CH:36]=2)=[O:34])[CH2:31][CH2:30]1, predict the reaction product. The product is: [CH:29]1([NH:32][C:33](=[O:34])[C:35]2[CH:40]=[CH:39][C:38]([C:2]3[N:6]4[C:7]5[C:12]([N:13]=[C:14]([NH:16][CH2:17][CH2:18][OH:19])[C:5]4=[N:4][CH:3]=3)=[CH:11][CH:10]=[CH:9][CH:8]=5)=[CH:37][CH:36]=2)[CH2:30][CH2:31]1. (4) Given the reactants Cl[C:2]1[N:7]=[C:6]([NH2:8])[N:5]=[C:4]([NH:9][CH3:10])[CH:3]=1.[CH3:11][C:12]1[CH:17]=[CH:16][C:15]([S:18]([N:21]2[CH2:26][CH2:25][O:24][CH2:23][CH2:22]2)(=[O:20])=[O:19])=[CH:14][C:13]=1B(O)O.C(=O)([O-])[O-].[K+].[K+], predict the reaction product. The product is: [CH3:10][NH:9][C:4]1[CH:3]=[C:2]([C:13]2[CH:14]=[C:15]([S:18]([N:21]3[CH2:26][CH2:25][O:24][CH2:23][CH2:22]3)(=[O:20])=[O:19])[CH:16]=[CH:17][C:12]=2[CH3:11])[N:7]=[C:6]([NH2:8])[N:5]=1. (5) Given the reactants O.[NH2:2]N.C[N:5](C)/[C:6](=[N:8]/[C:9](=O)[C:10]1[CH:15]=[C:14]([I:16])[C:13]([CH3:17])=[C:12]([F:18])[CH:11]=1)/[CH3:7], predict the reaction product. The product is: [F:18][C:12]1[CH:11]=[C:10]([C:9]2[NH:8][C:6]([CH3:7])=[N:5][N:2]=2)[CH:15]=[C:14]([I:16])[C:13]=1[CH3:17].